From a dataset of Full USPTO retrosynthesis dataset with 1.9M reactions from patents (1976-2016). Predict the reactants needed to synthesize the given product. (1) Given the product [Cl:1][C:2]1[C:3]([O:12][C:13]2[CH:18]=[C:17]([O:19][CH2:20][CH2:21][CH3:22])[CH:16]=[CH:15][C:14]=2[CH2:23][CH2:24][CH2:25][O:26][C:30]2[C:31]([CH2:33][C:34]([OH:36])=[O:35])=[CH:32][N:28]([CH3:27])[N:29]=2)=[N:4][CH:5]=[C:6]([C:8]([F:11])([F:10])[F:9])[CH:7]=1, predict the reactants needed to synthesize it. The reactants are: [Cl:1][C:2]1[C:3]([O:12][C:13]2[CH:18]=[C:17]([O:19][CH2:20][CH2:21][CH3:22])[CH:16]=[CH:15][C:14]=2[CH2:23][CH2:24][CH2:25][OH:26])=[N:4][CH:5]=[C:6]([C:8]([F:11])([F:10])[F:9])[CH:7]=1.[CH3:27][N:28]1[CH:32]=[C:31]([CH2:33][C:34]([O:36]C)=[O:35])[C:30](O)=[N:29]1.C(P(CCCC)CCCC)CCC.N(C(N1CCCCC1)=O)=NC(N1CCCCC1)=O.O1CCCC1CO.[OH-].[Na+].Cl. (2) Given the product [CH2:23]([C:25]1[CH:26]=[CH:27][C:28]([CH2:32][CH2:33][CH2:34][O:35][CH3:36])=[C:29]([O:6][S:3]([C:2]([F:15])([F:14])[F:1])(=[O:5])=[O:4])[CH:30]=1)[CH3:24], predict the reactants needed to synthesize it. The reactants are: [F:1][C:2]([F:15])([F:14])[S:3]([O:6]S(C(F)(F)F)(=O)=O)(=[O:5])=[O:4].C(N(CC)CC)C.[CH2:23]([C:25]1[CH:26]=[CH:27][C:28]([CH2:32][CH2:33][CH2:34][O:35][CH3:36])=[C:29](O)[CH:30]=1)[CH3:24]. (3) The reactants are: [OH:1][C@@H:2]([C@H:4]1[C:47](=[O:48])[N:6]2[C:7]([C:41]([O:43]CC=C)=[O:42])=[C:8]([S:11]/[CH:12]=[CH:13]\[C:14]3[S:18][CH:17]=[N:16][C:15]=3[CH2:19][O:20][C:21](=[O:40])[C@H:22]([CH:37]([CH3:39])[CH3:38])[NH:23][C:24]([O:26][CH2:27][C:28]3[CH:33]=[CH:32][C:31]([N+:34]([O-:36])=[O:35])=[CH:30][CH:29]=3)=[O:25])[C@H:9]([CH3:10])[C@H:5]12)[CH3:3].CC1(C)CC(=O)CC(=O)C1.C(OCC)(=O)C.Cl. Given the product [OH:1][C@@H:2]([C@H:4]1[C:47](=[O:48])[N:6]2[C:7]([C:41]([OH:43])=[O:42])=[C:8]([S:11]/[CH:12]=[CH:13]\[C:14]3[S:18][CH:17]=[N:16][C:15]=3[CH2:19][O:20][C:21](=[O:40])[C@H:22]([CH:37]([CH3:39])[CH3:38])[NH:23][C:24]([O:26][CH2:27][C:28]3[CH:29]=[CH:30][C:31]([N+:34]([O-:36])=[O:35])=[CH:32][CH:33]=3)=[O:25])[C@H:9]([CH3:10])[C@H:5]12)[CH3:3], predict the reactants needed to synthesize it. (4) Given the product [CH3:9][O:10][C:2]1[N:3]=[CH:4][C:5]([NH2:8])=[N:6][CH:7]=1, predict the reactants needed to synthesize it. The reactants are: Br[C:2]1[N:3]=[CH:4][C:5]([NH2:8])=[N:6][CH:7]=1.[CH3:9][O-:10].[Na+].CO. (5) Given the product [S:1]1[C:5]2[CH:6]=[CH:7][C:8]([NH:10][C:11]3[C:20]4[C:15](=[CH:16][CH:17]=[C:18]([S:26][C:23]([CH3:25])([CH3:24])[CH3:22])[CH:19]=4)[N:14]=[CH:13][N:12]=3)=[CH:9][C:4]=2[N:3]=[CH:2]1, predict the reactants needed to synthesize it. The reactants are: [S:1]1[C:5]2[CH:6]=[CH:7][C:8]([NH:10][C:11]3[C:20]4[C:15](=[CH:16][CH:17]=[C:18](I)[CH:19]=4)[N:14]=[CH:13][N:12]=3)=[CH:9][C:4]=2[N:3]=[CH:2]1.[CH3:22][C:23]([SH:26])([CH3:25])[CH3:24].CCN(CC)CC. (6) Given the product [OH:19][C:5]1[C:6]2[C:14]3[CH:13]=[CH:12][C:11]([C:15]([F:18])([F:17])[F:16])=[CH:10][C:9]=3[NH:8][C:7]=2[C:2]([C:20]#[N:21])=[CH:3][N:4]=1, predict the reactants needed to synthesize it. The reactants are: Br[C:2]1[C:7]2[NH:8][C:9]3[CH:10]=[C:11]([C:15]([F:18])([F:17])[F:16])[CH:12]=[CH:13][C:14]=3[C:6]=2[C:5]([OH:19])=[N:4][CH:3]=1.[C:20]([Cu])#[N:21]. (7) Given the product [CH3:38][C:23]1[N:22]=[C:21]([C:19]2[CH:18]=[CH:17][CH:16]=[C:15]([C:11]3[CH:10]=[C:9]([S:6]([NH2:5])(=[O:7])=[O:8])[CH:14]=[CH:13][CH:12]=3)[N:20]=2)[CH:26]=[C:25]([C:27]2[CH:32]=[CH:31][C:30]([C:33]([F:36])([F:34])[F:35])=[C:29]([CH3:37])[CH:28]=2)[CH:24]=1, predict the reactants needed to synthesize it. The reactants are: C([NH:5][S:6]([C:9]1[CH:14]=[CH:13][CH:12]=[C:11]([C:15]2[N:20]=[C:19]([C:21]3[CH:26]=[C:25]([C:27]4[CH:32]=[CH:31][C:30]([C:33]([F:36])([F:35])[F:34])=[C:29]([CH3:37])[CH:28]=4)[CH:24]=[C:23]([CH3:38])[N:22]=3)[CH:18]=[CH:17][CH:16]=2)[CH:10]=1)(=[O:8])=[O:7])(C)(C)C.C(O)(C(F)(F)F)=O. (8) Given the product [Br:1][C:2]1[N:6]([CH2:7][CH:8]2[CH2:13][CH2:12][CH2:11][CH2:10][CH2:9]2)[C:5]([CH:21]=[O:22])=[C:4]([C:14]([O:16][CH3:17])=[O:15])[CH:3]=1, predict the reactants needed to synthesize it. The reactants are: [Br:1][C:2]1[N:6]([CH2:7][CH:8]2[CH2:13][CH2:12][CH2:11][CH2:10][CH2:9]2)[CH:5]=[C:4]([C:14]([O:16][CH3:17])=[O:15])[CH:3]=1.CN([CH:21]=[O:22])C.O=P(Cl)(Cl)Cl.C([O-])(O)=O.[Na+].